Predict the reactants needed to synthesize the given product. From a dataset of Full USPTO retrosynthesis dataset with 1.9M reactions from patents (1976-2016). (1) Given the product [ClH:1].[O:38]([C:16]1[CH:17]=[CH:18][C:19]([NH:29][C:2]2[C:7](/[CH:8]=[CH:9]/[C:10]3[CH:15]=[CH:14][CH:13]=[CH:12][CH:11]=3)=[CH:6][N:5]=[CH:4][N:3]=2)=[CH:20][CH:21]=1)[C:35]1[CH:50]=[CH:49][CH:48]=[CH:47][CH:46]=1, predict the reactants needed to synthesize it. The reactants are: [Cl:1][C:2]1[C:7](/[CH:8]=[CH:9]/[C:10]2[CH:15]=[CH:14][CH:13]=[CH:12][CH:11]=2)=[CH:6][N:5]=[CH:4][N:3]=1.[C:16]1(/C=C/B(O)O)[CH:21]=[CH:20][CH:19]=[CH:18][CH:17]=1.ClC1C(I)=CN=C[N:29]=1.[C:35](=[O:38])([O-])[O-].[Na+].[Na+].CN(C)C=O.[C:46]1(C)C=[CH:50][CH:49]=[CH:48][CH:47]=1. (2) Given the product [CH3:8][C:7]1[O:6][N:5]=[C:4]([C:9]2[CH:14]=[CH:13][CH:12]=[CH:11][CH:10]=2)[C:3]=1[C:1]#[C:2][C:16]1[N:17]([CH3:27])[C:18]([C:21]2[CH:26]=[CH:25][CH:24]=[CH:23][CH:22]=2)=[CH:19][N:20]=1, predict the reactants needed to synthesize it. The reactants are: [C:1]([C:3]1[C:4]([C:9]2[CH:14]=[CH:13][CH:12]=[CH:11][CH:10]=2)=[N:5][O:6][C:7]=1[CH3:8])#[CH:2].I[C:16]1[N:17]([CH3:27])[C:18]([C:21]2[CH:26]=[CH:25][CH:24]=[CH:23][CH:22]=2)=[CH:19][N:20]=1. (3) Given the product [Cl:97][C:98]1[CH:99]=[C:100]([CH:103]=[CH:104][CH:105]=1)[CH2:101][N:68]1[CH2:69][CH2:70][C:65]2([C:61]3[C:60](=[O:71])[N:59]([CH2:72][C@H:73]([NH:80][C:81](=[O:87])[O:82][C:83]([CH3:86])([CH3:85])[CH3:84])[C:74]4[CH:79]=[CH:78][CH:77]=[CH:76][CH:75]=4)[C:58](=[O:88])[N:57]([CH2:56][C:55]4[C:89]([C:93]([F:96])([F:94])[F:95])=[CH:90][CH:91]=[CH:92][C:54]=4[F:53])[C:62]=3[CH2:63][CH2:64]2)[CH2:66][CH2:67]1, predict the reactants needed to synthesize it. The reactants are: FC1C=CC=C(C(F)(F)F)C=1CN1C2COC3(CCN(CC4C=CC=C(F)C=4)CC3)C=2C(=O)N(C[C@H](NC(=O)OC(C)(C)C)C2C=CC=CC=2)C1=O.[F:53][C:54]1[CH:92]=[CH:91][CH:90]=[C:89]([C:93]([F:96])([F:95])[F:94])[C:55]=1[CH2:56][N:57]1[C:62]2[CH2:63][CH2:64][C:65]3([CH2:70][CH2:69][NH:68][CH2:67][CH2:66]3)[C:61]=2[C:60](=[O:71])[N:59]([CH2:72][C@H:73]([NH:80][C:81](=[O:87])[O:82][C:83]([CH3:86])([CH3:85])[CH3:84])[C:74]2[CH:79]=[CH:78][CH:77]=[CH:76][CH:75]=2)[C:58]1=[O:88].[Cl:97][C:98]1[CH:99]=[C:100]([CH:103]=[CH:104][CH:105]=1)[CH2:101]Br.